Dataset: Reaction yield outcomes from USPTO patents with 853,638 reactions. Task: Predict the reaction yield, written as a fraction of the theoretical maximum amount of product (1.0 means a 100% yield; for example, 0.34 means a 34% yield). (1) The reactants are [Br:1][C:2]1[CH:7]=[CH:6][C:5]([C:8]2[O:12][N:11]=[C:10]([C:13]3[CH:18]=[CH:17][C:16]([O:19]C(C)C)=[C:15]([I:23])[CH:14]=3)[N:9]=2)=[CH:4][C:3]=1[Cl:24].ClC1C=C(C2ON=C(C3C=CC(OC(C)C)=C(I)C=3)N=2)C=CC=1OCCC. No catalyst specified. The product is [Br:1][C:2]1[CH:7]=[CH:6][C:5]([C:8]2[O:12][N:11]=[C:10]([C:13]3[CH:18]=[CH:17][C:16]([OH:19])=[C:15]([I:23])[CH:14]=3)[N:9]=2)=[CH:4][C:3]=1[Cl:24]. The yield is 0.860. (2) The reactants are C1(C)C=CC(NC2C=C(C(O)=O)C(NC3C=CC(C)=CC=3)=CC=2C(O)=O)=CC=1.C[C:30]1[CH:35]=[CH:34][C:33]2[NH:36][C:37]3[C:42]([C:43](=[O:44])[C:32]=2[CH:31]=1)=[CH:41][C:40]1[NH:45][C:46]2[CH:53]=[CH:52][C:51](C)=[CH:50][C:47]=2[C:48](=[O:49])[C:39]=1[CH:38]=3. The catalyst is C(O)C(C)C. The product is [CH:51]1[CH:50]=[C:47]2[C:48]([C:39]3[C:40]([NH:45][C:46]2=[CH:53][CH:52]=1)=[CH:41][C:42]1[C:43]([C:32]2[C:33]([NH:36][C:37]=1[CH:38]=3)=[CH:34][CH:35]=[CH:30][CH:31]=2)=[O:44])=[O:49]. The yield is 0.850. (3) The reactants are C([O:4][C:5]([CH3:7])=[CH2:6])(=O)C.[Cl:8][C:9]1[CH:15]=[C:14]([Cl:16])[CH:13]=[C:12]([Cl:17])[C:10]=1N.C(=O)([O-])[O-].[K+].[K+].N(OC(C)(C)C)=O. The catalyst is CC(C)=O. The product is [Cl:8][C:9]1[CH:15]=[C:14]([Cl:16])[CH:13]=[C:12]([Cl:17])[C:10]=1[CH2:4][C:5](=[O:6])[CH3:7]. The yield is 0.580.